This data is from Catalyst prediction with 721,799 reactions and 888 catalyst types from USPTO. The task is: Predict which catalyst facilitates the given reaction. Reactant: [Br:1][C:2]1[C:10]2[C:5](=[C:6]([F:11])[CH:7]=[CH:8][CH:9]=2)[NH:4][N:3]=1.ClCCl.[CH3:15][C:16]([O:19][C:20](O[C:20]([O:19][C:16]([CH3:18])([CH3:17])[CH3:15])=[O:21])=[O:21])([CH3:18])[CH3:17]. Product: [Br:1][C:2]1[C:10]2[C:5](=[C:6]([F:11])[CH:7]=[CH:8][CH:9]=2)[N:4]([C:20]([O:19][C:16]([CH3:18])([CH3:17])[CH3:15])=[O:21])[N:3]=1. The catalyst class is: 777.